This data is from Catalyst prediction with 721,799 reactions and 888 catalyst types from USPTO. The task is: Predict which catalyst facilitates the given reaction. (1) Reactant: [NH2:1][CH2:2][C:3]1([CH2:23][O:24][CH2:25][C:26]2[CH:31]=[CH:30][CH:29]=[CH:28][CH:27]=2)[CH2:22][CH2:21][CH2:20][C:5]2([O:9][C:8](=[O:10])[N:7]([CH2:11][C:12]3[CH:17]=[CH:16][C:15]([O:18][CH3:19])=[CH:14][CH:13]=3)[CH2:6]2)[CH2:4]1.C(=O)([O-])[O-].[K+].[K+].F[C:39]1[CH:40]=[C:41]([CH:44]=[CH:45][C:46]=1[N+:47]([O-:49])=[O:48])[C:42]#[N:43]. Product: [CH3:19][O:18][C:15]1[CH:16]=[CH:17][C:12]([CH2:11][N:7]2[CH2:6][C:5]3([CH2:20][CH2:21][CH2:22][C:3]([CH2:2][NH:1][C:44]4[CH:45]=[C:46]([N+:47]([O-:49])=[O:48])[CH:39]=[CH:40][C:41]=4[C:42]#[N:43])([CH2:23][O:24][CH2:25][C:26]4[CH:27]=[CH:28][CH:29]=[CH:30][CH:31]=4)[CH2:4]3)[O:9][C:8]2=[O:10])=[CH:13][CH:14]=1. The catalyst class is: 10. (2) Reactant: [Br:1][C:2]1[CH:3]=[C:4]([CH:16]=[CH:17][CH:18]=1)[O:5][CH2:6][C:7]1[CH:15]=[CH:14][C:10]([C:11]([OH:13])=O)=[CH:9][CH:8]=1.Cl.C(N=C=NCCCN(C)C)C.N1(O)C2C=CC=CC=2N=N1.C(N(CC)CC)C.[NH2:48][CH2:49][C:50]1[C:51]([OH:58])=[N:52][C:53]([CH3:57])=[CH:54][C:55]=1[CH3:56]. Product: [Br:1][C:2]1[CH:3]=[C:4]([CH:16]=[CH:17][CH:18]=1)[O:5][CH2:6][C:7]1[CH:8]=[CH:9][C:10]([C:11]([NH:48][CH2:49][C:50]2[C:51]([OH:58])=[N:52][C:53]([CH3:57])=[CH:54][C:55]=2[CH3:56])=[O:13])=[CH:14][CH:15]=1. The catalyst class is: 4.